This data is from Full USPTO retrosynthesis dataset with 1.9M reactions from patents (1976-2016). The task is: Predict the reactants needed to synthesize the given product. (1) Given the product [N:30]1([C:9]2[C:8]([C:5]3[NH:4][N:3]=[C:2]([CH3:1])[C:6]=3[CH3:7])=[CH:27][C:12]([C:13]([N:15]3[CH2:16][CH:17]([C:19]4[CH:26]=[CH:25][C:22]([C:23]#[N:24])=[CH:21][CH:20]=4)[CH2:18]3)=[O:14])=[C:11]([CH3:28])[CH:10]=2)[CH2:33][CH2:32][CH2:31]1, predict the reactants needed to synthesize it. The reactants are: [CH3:1][C:2]1[C:6]([CH3:7])=[C:5]([C:8]2[C:9](F)=[CH:10][C:11]([CH3:28])=[C:12]([CH:27]=2)[C:13]([N:15]2[CH2:18][CH:17]([C:19]3[CH:26]=[CH:25][C:22]([C:23]#[N:24])=[CH:21][CH:20]=3)[CH2:16]2)=[O:14])[NH:4][N:3]=1.[NH:30]1[CH2:33][CH2:32][CH2:31]1.C([O-])([O-])=O.[Cs+].[Cs+].O. (2) Given the product [CH2:3]([O:10][CH2:12][C:13](=[O:20])[CH2:14][C:15]([O:17][CH2:18][CH3:19])=[O:16])[C:4]1[CH:9]=[CH:8][CH:7]=[CH:6][CH:5]=1, predict the reactants needed to synthesize it. The reactants are: [H-].[Na+].[CH2:3]([OH:10])[C:4]1[CH:9]=[CH:8][CH:7]=[CH:6][CH:5]=1.Cl[CH2:12][C:13](=[O:20])[CH2:14][C:15]([O:17][CH2:18][CH3:19])=[O:16]. (3) Given the product [N:1]1([CH2:6][CH2:7][N:8]2[C:16]3[C:11](=[CH:12][CH:13]=[CH:14][CH:15]=3)[C:10]([C:17]3[O:21][N:20]=[C:19]([CH2:22][NH2:23])[N:18]=3)=[N:9]2)[CH:5]=[CH:4][N:3]=[CH:2]1, predict the reactants needed to synthesize it. The reactants are: [N:1]1([CH2:6][CH2:7][N:8]2[C:16]3[C:11](=[CH:12][CH:13]=[CH:14][CH:15]=3)[C:10]([C:17]3[O:21][N:20]=[C:19]([CH2:22][NH:23]C(=O)OC(C)(C)C)[N:18]=3)=[N:9]2)[CH:5]=[CH:4][N:3]=[CH:2]1.FC(F)(F)C(O)=O.C([SiH](C(C)C)C(C)C)(C)C. (4) Given the product [C:33]1([N:39]2[C:41]3[C:46](=[CH:45][CH:44]=[CH:43][CH:42]=3)[C:22]([CH2:21][CH2:20][CH2:19][CH2:18][N:15]3[CH2:16][CH2:17][CH:12]([C:8]4[CH:7]=[C:6]([NH:5][C:3](=[O:4])[CH:2]([CH3:31])[CH3:1])[CH:11]=[CH:10][CH:9]=4)[CH2:13][CH2:14]3)=[C:23]2[C:24]2[CH:25]=[CH:26][CH:27]=[CH:28][CH:29]=2)[CH:38]=[CH:37][CH:36]=[CH:35][CH:34]=1, predict the reactants needed to synthesize it. The reactants are: [CH3:1][CH:2]([CH3:31])[C:3]([NH:5][C:6]1[CH:11]=[CH:10][CH:9]=[C:8]([CH:12]2[CH2:17][CH2:16][N:15]([CH2:18][CH2:19][CH2:20][CH2:21][CH2:22][C:23](=O)[C:24]3[CH:29]=[CH:28][CH:27]=[CH:26][CH:25]=3)[CH2:14][CH2:13]2)[CH:7]=1)=[O:4].Cl.[C:33]1([N:39]([C:41]2[CH:46]=[CH:45][CH:44]=[CH:43][CH:42]=2)N)[CH:38]=[CH:37][CH:36]=[CH:35][CH:34]=1. (5) Given the product [CH3:1][N:2]([CH3:7])[CH2:3][CH2:4][N:5]([CH3:6])[C:20]1[CH:21]=[CH:22][C:17]([N+:14]([O-:16])=[O:15])=[CH:18][CH:19]=1, predict the reactants needed to synthesize it. The reactants are: [CH3:1][N:2]([CH3:7])[CH2:3][CH2:4][NH:5][CH3:6].C(=O)([O-])[O-].[K+].[K+].[N+:14]([C:17]1[CH:22]=[CH:21][C:20](F)=[CH:19][CH:18]=1)([O-:16])=[O:15].CN(C)C=O. (6) Given the product [NH2:53][C:52]1[C:51]([N+:54]([O-:56])=[O:55])=[CH:50][N:49]=[CH:48][C:47]=1[C:2]1[CH:3]=[C:4]([NH:9][CH2:10][CH2:11][N:12]([CH3:14])[CH3:13])[CH:5]=[C:6]([F:8])[CH:7]=1, predict the reactants needed to synthesize it. The reactants are: Br[C:2]1[CH:3]=[C:4]([NH:9][CH2:10][CH2:11][N:12]([CH3:14])[CH3:13])[CH:5]=[C:6]([F:8])[CH:7]=1.B1(B2OC(C)(C)C(C)(C)O2)OC(C)(C)C(C)(C)O1.CC([O-])=O.[K+].[O-]P([O-])([O-])=O.[K+].[K+].[K+].Br[C:47]1[CH:48]=[N:49][CH:50]=[C:51]([N+:54]([O-:56])=[O:55])[C:52]=1[NH2:53]. (7) Given the product [CH2:1]([O:3][C:4](=[O:18])[C@H:5]([CH3:17])[CH2:6][C@H:7]([NH:9][C:10]([O:12][C:13]([CH3:14])([CH3:16])[CH3:15])=[O:11])[CH3:8])[CH3:2], predict the reactants needed to synthesize it. The reactants are: [CH2:1]([O:3][C:4](=[O:18])/[C:5](/[CH3:17])=[CH:6]/[C@H:7]([NH:9][C:10]([O:12][C:13]([CH3:16])([CH3:15])[CH3:14])=[O:11])[CH3:8])[CH3:2]. (8) Given the product [Cl:28][C:29]1[N:30]=[C:31]([S:36][CH3:37])[N:32]=[C:33]([C:8]2[N:6]3[CH:7]=[C:2]([F:1])[CH:3]=[CH:4][C:5]3=[N:10][C:9]=2[C:11]([F:12])([F:13])[F:14])[CH:34]=1, predict the reactants needed to synthesize it. The reactants are: [F:1][C:2]1[CH:3]=[CH:4][C:5]2[N:6]([C:8]([Sn](CCCC)(CCCC)CCCC)=[C:9]([C:11]([F:14])([F:13])[F:12])[N:10]=2)[CH:7]=1.[Cl:28][C:29]1[CH:34]=[C:33](Cl)[N:32]=[C:31]([S:36][CH3:37])[N:30]=1. (9) The reactants are: [NH2:1][C:2]1[CH:7]=[CH:6][C:5]([C@@H:8]([NH:10][C:11](=[O:17])[O:12][C:13]([CH3:16])([CH3:15])[CH3:14])[CH3:9])=[CH:4][CH:3]=1.[F:18][C:19]1[CH:27]=[CH:26][C:22]([C:23](Cl)=[O:24])=[CH:21][CH:20]=1. Given the product [F:18][C:19]1[CH:27]=[CH:26][C:22]([C:23]([NH:1][C:2]2[CH:7]=[CH:6][C:5]([C@@H:8]([NH:10][C:11](=[O:17])[O:12][C:13]([CH3:16])([CH3:15])[CH3:14])[CH3:9])=[CH:4][CH:3]=2)=[O:24])=[CH:21][CH:20]=1, predict the reactants needed to synthesize it. (10) Given the product [F:1][C:2]1[CH:10]=[C:9]([CH3:11])[C:8]([N+:17]([O-:19])=[O:18])=[CH:7][C:3]=1[C:4]([OH:6])=[O:5], predict the reactants needed to synthesize it. The reactants are: [F:1][C:2]1[CH:10]=[C:9]([CH3:11])[CH:8]=[CH:7][C:3]=1[C:4]([OH:6])=[O:5].OS(O)(=O)=O.[N+:17]([O-])([OH:19])=[O:18].